Dataset: Forward reaction prediction with 1.9M reactions from USPTO patents (1976-2016). Task: Predict the product of the given reaction. (1) Given the reactants [F:1][C:2]([F:30])([F:29])[O:3][C:4]1[CH:9]=[CH:8][C:7]([N:10]2[CH:14]=[N:13][C:12]([C:15]3[CH:20]=[CH:19][C:18]([NH:21][C:22](=[O:28])[O:23][C:24]([CH3:27])([CH3:26])[CH3:25])=[CH:17][CH:16]=3)=[N:11]2)=[CH:6][CH:5]=1.[H-].[Na+].I[CH3:34], predict the reaction product. The product is: [CH3:34][N:21]([C:18]1[CH:19]=[CH:20][C:15]([C:12]2[N:13]=[CH:14][N:10]([C:7]3[CH:6]=[CH:5][C:4]([O:3][C:2]([F:1])([F:29])[F:30])=[CH:9][CH:8]=3)[N:11]=2)=[CH:16][CH:17]=1)[C:22](=[O:28])[O:23][C:24]([CH3:25])([CH3:26])[CH3:27]. (2) The product is: [Cl:18][C:13]1[CH:14]=[CH:15][CH:16]=[CH:17][C:12]=1[C:10]1[N:11]=[C:7]([CH:6]=[O:5])[S:8][CH:9]=1. Given the reactants CS([O:5][CH2:6][C:7]1[S:8][CH:9]=[C:10]([C:12]2[CH:17]=[CH:16][CH:15]=[CH:14][C:13]=2[Cl:18])[N:11]=1)(=O)=O, predict the reaction product.